From a dataset of Full USPTO retrosynthesis dataset with 1.9M reactions from patents (1976-2016). Predict the reactants needed to synthesize the given product. Given the product [CH3:17][C:18]([CH3:21])([CH3:20])[CH2:19][CH:7]([C:6]1[CH:5]=[C:4]([C:9]2[CH:14]=[CH:13][CH:12]=[CH:11][CH:10]=2)[O:3][C:2]=1[CH3:1])[OH:8], predict the reactants needed to synthesize it. The reactants are: [CH3:1][C:2]1[O:3][C:4]([C:9]2[CH:14]=[CH:13][CH:12]=[CH:11][CH:10]=2)=[CH:5][C:6]=1[CH:7]=[O:8].Cl[Mg][CH2:17][C:18]([CH3:21])([CH3:20])[CH3:19].O1CCCC1.Cl.O.